From a dataset of Forward reaction prediction with 1.9M reactions from USPTO patents (1976-2016). Predict the product of the given reaction. (1) Given the reactants C(OC(=O)[NH:7][CH2:8][CH2:9][NH:10][C:11]1[C:20]2[C:15](=[CH:16][CH:17]=[CH:18][CH:19]=2)[N:14]=[C:13]([C:21]2[CH:26]=[CH:25][CH:24]=[CH:23][C:22]=2[OH:27])[CH:12]=1)(C)(C)C, predict the reaction product. The product is: [NH2:7][CH2:8][CH2:9][NH:10][C:11]1[C:20]2[C:15](=[CH:16][CH:17]=[CH:18][CH:19]=2)[N:14]=[C:13]([C:21]2[CH:26]=[CH:25][CH:24]=[CH:23][C:22]=2[OH:27])[CH:12]=1. (2) Given the reactants C(CC[O:5][C:6]([C:8]1[CH:13]([C:14]2[CH:19]=[CH:18][CH:17]=[C:16]([Cl:20])[CH:15]=2)[C:12]([C:21](=[O:38])[NH:22][CH2:23][CH2:24][CH:25]([C:32]2[CH:37]=[CH:36][CH:35]=[CH:34][CH:33]=2)[C:26]2[CH:31]=[CH:30][CH:29]=[CH:28][CH:27]=2)=[C:11]([CH2:39][O:40][CH2:41][CH2:42][N:43]=[N+:44]=[N-:45])[NH:10][C:9]=1[CH3:46])=[O:7])#N.[OH-].[Na+].Cl.O, predict the reaction product. The product is: [N:43]([CH2:42][CH2:41][O:40][CH2:39][C:11]1[NH:10][C:9]([CH3:46])=[C:8]([C:6]([OH:7])=[O:5])[CH:13]([C:14]2[CH:19]=[CH:18][CH:17]=[C:16]([Cl:20])[CH:15]=2)[C:12]=1[C:21](=[O:38])[NH:22][CH2:23][CH2:24][CH:25]([C:26]1[CH:31]=[CH:30][CH:29]=[CH:28][CH:27]=1)[C:32]1[CH:37]=[CH:36][CH:35]=[CH:34][CH:33]=1)=[N+:44]=[N-:45]. (3) Given the reactants [CH2:1]([O:3][C:4]([N:6]1[CH2:11][CH2:10][CH:9]([NH:12][C:13]2[O:14][C:15]3[CH:21]=[CH:20][C:19]([N+:22]([O-])=O)=[CH:18][C:16]=3[N:17]=2)[CH2:8][CH2:7]1)=[O:5])[CH3:2].[H][H], predict the reaction product. The product is: [CH2:1]([O:3][C:4]([N:6]1[CH2:7][CH2:8][CH:9]([NH:12][C:13]2[O:14][C:15]3[CH:21]=[CH:20][C:19]([NH2:22])=[CH:18][C:16]=3[N:17]=2)[CH2:10][CH2:11]1)=[O:5])[CH3:2].